This data is from Peptide-MHC class I binding affinity with 185,985 pairs from IEDB/IMGT. The task is: Regression. Given a peptide amino acid sequence and an MHC pseudo amino acid sequence, predict their binding affinity value. This is MHC class I binding data. (1) The peptide sequence is FVHSGFIYF. The MHC is HLA-A26:03 with pseudo-sequence HLA-A26:03. The binding affinity (normalized) is 0.310. (2) The peptide sequence is SGGETTVTI. The binding affinity (normalized) is 0.320. The MHC is H-2-Kd with pseudo-sequence H-2-Kd. (3) The peptide sequence is NTTQQGDMY. The MHC is HLA-B15:01 with pseudo-sequence HLA-B15:01. The binding affinity (normalized) is 0.0847. (4) The peptide sequence is MRIKNTVNDW. The MHC is Mamu-B17 with pseudo-sequence Mamu-B17. The binding affinity (normalized) is 0.835. (5) The peptide sequence is IVLSNTSTA. The MHC is HLA-A02:01 with pseudo-sequence HLA-A02:01. The binding affinity (normalized) is 0.100. (6) The peptide sequence is LRYFIMAYV. The MHC is HLA-A02:06 with pseudo-sequence HLA-A02:06. The binding affinity (normalized) is 0.0842. (7) The peptide sequence is YEDQDALFA. The MHC is HLA-B40:01 with pseudo-sequence HLA-B40:01. The binding affinity (normalized) is 0.198.